Dataset: Forward reaction prediction with 1.9M reactions from USPTO patents (1976-2016). Task: Predict the product of the given reaction. (1) Given the reactants [NH2:1][C:2]1[CH:3]=[C:4]2[C:8](=[CH:9][CH:10]=1)[C:7](=[O:11])[CH2:6][CH2:5]2.N1C=CC=CC=1.[C:18]([O:21][CH2:22][C:23](Cl)=[O:24])(=[O:20])[CH3:19], predict the reaction product. The product is: [O:11]=[C:7]1[C:8]2[C:4](=[CH:3][C:2]([NH:1][C:23]([CH2:22][O:21][C:18](=[O:20])[CH3:19])=[O:24])=[CH:10][CH:9]=2)[CH2:5][CH2:6]1. (2) The product is: [F:29][C:30]1[CH:35]=[C:34]([F:36])[CH:33]=[CH:32][C:31]=1[C@:37]12[CH2:46][O:45][C@@H:44]([CH:47]=[C:2]([CH3:3])[CH3:1])[CH2:43][C@H:42]1[CH2:41][S:40][C:39]([NH:49][C:50](=[O:57])[C:51]1[CH:52]=[CH:53][CH:54]=[CH:55][CH:56]=1)=[N:38]2. Given the reactants [CH2:1]([Li])[CH2:2][CH2:3]C.[I-].C1([P+](C2C=CC=CC=2)(C2C=CC=CC=2)C(C)C)C=CC=CC=1.[F:29][C:30]1[CH:35]=[C:34]([F:36])[CH:33]=[CH:32][C:31]=1[C@:37]12[CH2:46][O:45][C@@H:44]([CH:47]=O)[CH2:43][C@H:42]1[CH2:41][S:40][C:39]([NH:49][C:50](=[O:57])[C:51]1[CH:56]=[CH:55][CH:54]=[CH:53][CH:52]=1)=[N:38]2, predict the reaction product. (3) Given the reactants Cl[C:2]([O:5]C(Cl)=O)(Cl)Cl.[F:9][C:10]1[CH:25]=[CH:24][C:13]([O:14][C@@H:15]2[C@H:19]3[O:20][CH2:21][C@H:22]([NH2:23])[C@H:18]3[O:17][CH2:16]2)=[CH:12][CH:11]=1, predict the reaction product. The product is: [F:9][C:10]1[CH:25]=[CH:24][C:13]([O:14][C@H:15]2[CH2:16][O:17][C@@H:18]3[C@@H:22]([N:23]=[C:2]=[O:5])[CH2:21][O:20][C@H:19]23)=[CH:12][CH:11]=1. (4) The product is: [CH2:9]([N:16]1[CH2:22][CH:4]2[C:3](=[O:8])[CH2:7][CH2:6][CH:5]2[CH2:17]1)[C:10]1[CH:15]=[CH:14][CH:13]=[CH:12][CH:11]=1. Given the reactants N#N.[C:3]1(=[O:8])[CH2:7][CH2:6][CH:5]=[CH:4]1.[CH2:9]([N:16]([CH2:22]OC)[CH2:17][Si](C)(C)C)[C:10]1[CH:15]=[CH:14][CH:13]=[CH:12][CH:11]=1.O, predict the reaction product. (5) Given the reactants [H-].[Na+].[CH3:3][O:4][CH2:5]Cl.[CH3:7][O:8][CH2:9][N:10]1[C:15](=[O:16])[N:14]2[CH:17]=[N:18][C:19]([C:20]([NH2:22])=[O:21])=[C:13]2[N:12]=[N:11]1, predict the reaction product. The product is: [CH3:3][O:4][CH2:5][NH:22][C:20]([C:19]1[N:18]=[CH:17][N:14]2[C:15](=[O:16])[N:10]([CH2:9][O:8][CH3:7])[N:11]=[N:12][C:13]=12)=[O:21].